This data is from Full USPTO retrosynthesis dataset with 1.9M reactions from patents (1976-2016). The task is: Predict the reactants needed to synthesize the given product. (1) Given the product [CH:33]1([CH:26]([C:22]2[CH:21]=[C:20]([CH2:19][OH:18])[N:25]=[CH:24][N:23]=2)[CH2:27][C:28]([O:30][CH2:31][CH3:32])=[O:29])[CH2:34][CH2:35]1, predict the reactants needed to synthesize it. The reactants are: [Si]([O:18][CH2:19][C:20]1[N:25]=[CH:24][N:23]=[C:22]([CH:26]([CH:33]2[CH2:35][CH2:34]2)[CH2:27][C:28]([O:30][CH2:31][CH3:32])=[O:29])[CH:21]=1)(C(C)(C)C)(C1C=CC=CC=1)C1C=CC=CC=1.[F-].C([N+](CCCC)(CCCC)CCCC)CCC.O. (2) Given the product [F:2][C:3]1[CH:4]=[CH:5][C:6]([C:15]([F:18])([F:16])[F:17])=[C:7]([CH:9]2[CH2:10][CH2:11][N:12]([C:35]([C:32]3[C:29]4[CH2:30][CH2:31][N:26]([C:24]([O:23][C:19]([CH3:22])([CH3:21])[CH3:20])=[O:25])[CH2:27][C:28]=4[NH:34][N:33]=3)=[O:36])[CH2:13][CH2:14]2)[CH:8]=1, predict the reactants needed to synthesize it. The reactants are: Cl.[F:2][C:3]1[CH:4]=[CH:5][C:6]([C:15]([F:18])([F:17])[F:16])=[C:7]([CH:9]2[CH2:14][CH2:13][NH:12][CH2:11][CH2:10]2)[CH:8]=1.[C:19]([O:23][C:24]([N:26]1[CH2:31][CH2:30][C:29]2[C:32]([C:35](O)=[O:36])=[N:33][NH:34][C:28]=2[CH2:27]1)=[O:25])([CH3:22])([CH3:21])[CH3:20].C(N(C(C)C)CC)(C)C.CCN=C=NCCCN(C)C.C1C=CC2N(O)N=NC=2C=1. (3) Given the product [C:1]1(=[O:17])[CH2:12][CH2:11][CH2:10][CH2:9][CH2:8][CH2:7][CH2:6][CH2:5][CH2:4][CH2:3][CH2:2]1, predict the reactants needed to synthesize it. The reactants are: [CH2:1]1[CH2:12][CH2:11][CH2:10][CH2:9][CH2:8][CH2:7][CH2:6][CH2:5][CH2:4][CH2:3][CH2:2]1.C([O:17]N=O)(C)(C)C.ON1C(=O)C2=CC=CC=C2C1=O.C1(=NO)CCCCCCCCCCC1.[N+](C1CCCCCCCCCCC1)([O-])=O. (4) Given the product [CH3:1][S:2][C:3]1[S:7][C:6]2=[N:8][C:9]([C:11]([OH:13])=[O:12])=[CH:10][N:5]2[N:4]=1, predict the reactants needed to synthesize it. The reactants are: [CH3:1][S:2][C:3]1[S:7][C:6]2=[N:8][C:9]([C:11]([O:13]CC)=[O:12])=[CH:10][N:5]2[N:4]=1.O([Si](C)(C)C)[Na].CC(O)=O. (5) Given the product [Cl:37][C:30]1[CH:29]=[C:28]([C:25]2[CH:26]=[CH:27][N:23]([CH2:22][C@@H:21]([NH:20][C:9]([C:7]3[N:8]=[C:4]([C:1]([NH2:2])=[O:3])[N:5]([CH2:12][O:13][CH2:14][CH2:15][Si:16]([CH3:19])([CH3:18])[CH3:17])[CH:6]=3)=[O:11])[CH3:38])[N:24]=2)[CH:35]=[C:34]([F:36])[C:31]=1[C:32]#[N:33], predict the reactants needed to synthesize it. The reactants are: [C:1]([C:4]1[N:5]([CH2:12][O:13][CH2:14][CH2:15][Si:16]([CH3:19])([CH3:18])[CH3:17])[CH:6]=[C:7]([C:9]([OH:11])=O)[N:8]=1)(=[O:3])[NH2:2].[NH2:20][C@@H:21]([CH3:38])[CH2:22][N:23]1[CH:27]=[CH:26][C:25]([C:28]2[CH:35]=[C:34]([F:36])[C:31]([C:32]#[N:33])=[C:30]([Cl:37])[CH:29]=2)=[N:24]1. (6) Given the product [Cl:1][C:2]1[CH:11]=[C:10]2[C:5]([N:6]=[C:7]([CH3:14])[C:8]([NH:12][NH:13][C:24](=[O:25])[C:23]3[CH:27]=[CH:28][CH:29]=[CH:30][C:22]=3[Cl:21])=[N:9]2)=[CH:4][CH:3]=1, predict the reactants needed to synthesize it. The reactants are: [Cl:1][C:2]1[CH:11]=[C:10]2[C:5]([N:6]=[C:7]([CH3:14])[C:8]([NH:12][NH2:13])=[N:9]2)=[CH:4][CH:3]=1.C(=O)([O-])[O-].[K+].[K+].[Cl:21][C:22]1[CH:30]=[CH:29][CH:28]=[CH:27][C:23]=1[C:24](Cl)=[O:25]. (7) Given the product [CH:2]([C:3]1[N:7]([C:8]2[CH:15]=[CH:14][C:11]([C:12]#[N:13])=[CH:10][CH:9]=2)[N:6]=[N:5][CH:4]=1)=[O:1], predict the reactants needed to synthesize it. The reactants are: [OH:1][CH2:2][C:3]1[N:7]([C:8]2[CH:15]=[CH:14][C:11]([C:12]#[N:13])=[CH:10][CH:9]=2)[N:6]=[N:5][CH:4]=1. (8) Given the product [CH2:57]([O:59][C:60](=[O:64])[CH2:61][CH2:62][NH:63][C:30]([C:27]1[CH:26]=[CH:25][C:24]([C:21]2[CH:20]=[CH:19][C:18]([CH:10]([C:11]3[CH:16]=[CH:15][CH:14]=[CH:13][C:12]=3[CH3:17])[CH2:9][C:8]([C:6]3[CH:5]=[CH:4][N:3]=[C:2]([CH3:1])[CH:7]=3)=[O:33])=[CH:23][CH:22]=2)=[CH:29][CH:28]=1)=[O:31])[CH3:58], predict the reactants needed to synthesize it. The reactants are: [CH3:1][C:2]1[CH:7]=[C:6]([C:8](=[O:33])[CH2:9][CH:10]([C:18]2[CH:23]=[CH:22][C:21]([C:24]3[CH:29]=[CH:28][C:27]([C:30](O)=[O:31])=[CH:26][CH:25]=3)=[CH:20][CH:19]=2)[C:11]2[CH:16]=[CH:15][CH:14]=[CH:13][C:12]=2[CH3:17])[CH:5]=[CH:4][N:3]=1.CN(C(ON1N=NC2C=CC=CC1=2)=[N+](C)C)C.[B-](F)(F)(F)F.Cl.[CH2:57]([O:59][C:60](=[O:64])[CH2:61][CH2:62][NH2:63])[CH3:58].[NH4+].[Cl-].